From a dataset of NCI-60 drug combinations with 297,098 pairs across 59 cell lines. Regression. Given two drug SMILES strings and cell line genomic features, predict the synergy score measuring deviation from expected non-interaction effect. (1) Drug 1: C1CCN(CC1)CCOC2=CC=C(C=C2)C(=O)C3=C(SC4=C3C=CC(=C4)O)C5=CC=C(C=C5)O. Drug 2: B(C(CC(C)C)NC(=O)C(CC1=CC=CC=C1)NC(=O)C2=NC=CN=C2)(O)O. Cell line: NCI-H322M. Synergy scores: CSS=-2.00, Synergy_ZIP=2.86, Synergy_Bliss=3.09, Synergy_Loewe=-1.72, Synergy_HSA=-2.46. (2) Drug 1: C1CN(CCN1C(=O)CCBr)C(=O)CCBr. Cell line: UO-31. Drug 2: CC(C)NC(=O)C1=CC=C(C=C1)CNNC.Cl. Synergy scores: CSS=8.33, Synergy_ZIP=-2.82, Synergy_Bliss=-2.40, Synergy_Loewe=-3.88, Synergy_HSA=-3.79. (3) Drug 1: CC1C(C(CC(O1)OC2CC(CC3=C2C(=C4C(=C3O)C(=O)C5=C(C4=O)C(=CC=C5)OC)O)(C(=O)C)O)N)O.Cl. Drug 2: CN(C(=O)NC(C=O)C(C(C(CO)O)O)O)N=O. Cell line: NCI/ADR-RES. Synergy scores: CSS=-2.89, Synergy_ZIP=0.308, Synergy_Bliss=-2.66, Synergy_Loewe=-4.74, Synergy_HSA=-4.46. (4) Drug 1: C1=NC2=C(N1)C(=S)N=C(N2)N. Drug 2: C1=CC=C(C=C1)NC(=O)CCCCCCC(=O)NO. Cell line: A498. Synergy scores: CSS=21.0, Synergy_ZIP=-4.25, Synergy_Bliss=1.66, Synergy_Loewe=0.172, Synergy_HSA=1.61. (5) Drug 1: CC12CCC(CC1=CCC3C2CCC4(C3CC=C4C5=CN=CC=C5)C)O. Drug 2: C1C(C(OC1N2C=NC(=NC2=O)N)CO)O. Cell line: K-562. Synergy scores: CSS=59.3, Synergy_ZIP=1.18, Synergy_Bliss=3.38, Synergy_Loewe=2.02, Synergy_HSA=8.99.